Dataset: Reaction yield outcomes from USPTO patents with 853,638 reactions. Task: Predict the reaction yield, written as a fraction of the theoretical maximum amount of product (1.0 means a 100% yield; for example, 0.34 means a 34% yield). (1) The reactants are N1(O)CCOCC1.[CH3:8][CH:9](NC(C)(C)C)[C:10]([C:12]1[CH:13]=[CH:14][CH:15]=[C:16]([Cl:18])[CH:17]=1)=[O:11].Cl.Cl.ClC1C=C([C@@]2(O)OCC(C)(C)N[C@@H]2C)C=CC=1.ClC1C=C(C(=O)CC)C=CC=1.[Br-:54].[Br-].O1CCOCC1. The catalyst is O1CCOCC1.O. The product is [Br:54][CH:9]([CH3:8])[C:10]([C:12]1[CH:13]=[CH:14][CH:15]=[C:16]([Cl:18])[CH:17]=1)=[O:11]. The yield is 0.850. (2) The yield is 0.675. The reactants are [OH:1][C:2]1[CH:9]=[CH:8][C:5]([CH:6]=[O:7])=[CH:4][CH:3]=1.C(=O)([O-])[O-].[K+].[K+].Br[CH2:17][CH:18]([C:20]1[CH:25]=[CH:24][C:23]([CH2:26][CH3:27])=[CH:22][N:21]=1)[OH:19].O. The product is [CH2:26]([C:23]1[CH:24]=[CH:25][C:20]([CH:18]([OH:19])[CH2:17][O:1][C:2]2[CH:9]=[CH:8][C:5]([CH:6]=[O:7])=[CH:4][CH:3]=2)=[N:21][CH:22]=1)[CH3:27]. The catalyst is CN(C)C=O. (3) The reactants are O1CCCC1.CS(C)=O.[O:10]1[CH2:14][CH2:13][CH2:12][CH:11]1[CH2:15][CH2:16][C:17]1[CH:22]=[CH:21][C:20](/[CH:23]=[CH:24]/[N+:25]([O-:27])=[O:26])=[CH:19][CH:18]=1.C(O)(=O)C.[BH4-].[Na+]. The catalyst is O. The product is [O:10]1[CH2:14][CH2:13][CH2:12][CH:11]1[CH2:15][CH2:16][C:17]1[CH:22]=[CH:21][C:20]([CH2:23][CH2:24][N+:25]([O-:27])=[O:26])=[CH:19][CH:18]=1. The yield is 0.650.